Predict which catalyst facilitates the given reaction. From a dataset of Catalyst prediction with 721,799 reactions and 888 catalyst types from USPTO. (1) Reactant: [H-].[Na+].[OH:3][C@H:4]([C:18]1[S:19][CH:20]=[CH:21][CH:22]=1)[C@@H:5]1[N:9]([CH3:10])[C:8](=[O:11])[CH2:7][C@@H:6]1[C:12]1[CH:17]=[CH:16][CH:15]=[CH:14][CH:13]=1.[CH3:23]I.O. Product: [CH3:23][O:3][C@H:4]([C:18]1[S:19][CH:20]=[CH:21][CH:22]=1)[C@@H:5]1[N:9]([CH3:10])[C:8](=[O:11])[CH2:7][C@@H:6]1[C:12]1[CH:17]=[CH:16][CH:15]=[CH:14][CH:13]=1. The catalyst class is: 3. (2) Reactant: [Br:1][C:2]1[CH:3]=[C:4]2[C:9](=[CH:10][CH:11]=1)[N:8]=[CH:7][C:6]([C:12]([CH:14]1[CH2:16][CH2:15]1)=[O:13])=[C:5]2[NH:17][C@H:18]1[CH2:23][CH2:22][C@H:21]([CH2:24][OH:25])[CH2:20][CH2:19]1.C(N(CC)CC)C.[CH3:33][S:34](Cl)(=[O:36])=[O:35]. Product: [CH3:33][S:34]([O:25][CH2:24][C@H:21]1[CH2:22][CH2:23][C@H:18]([NH:17][C:5]2[C:4]3[C:9](=[CH:10][CH:11]=[C:2]([Br:1])[CH:3]=3)[N:8]=[CH:7][C:6]=2[C:12]([CH:14]2[CH2:16][CH2:15]2)=[O:13])[CH2:19][CH2:20]1)(=[O:36])=[O:35]. The catalyst class is: 503. (3) Reactant: C[Si](C)(C)C[CH2:4][O:5]COC[Sn](CCCC)(CCCC)CCCC.C([Li])CCC.[CH3:29][NH:30][C@H:31]([C:41]([NH:43][C@H:44]([C:49]([N:51]([C@@H:53]([CH:63]([CH3:65])[CH3:64])/[CH:54]=[C:55](\[CH3:62])/[C:56](N(OC)C)=[O:57])[CH3:52])=[O:50])[C:45]([CH3:48])([CH3:47])[CH3:46])=[O:42])[C:32]([CH3:40])([CH3:39])[C:33]1[CH:38]=[CH:37][CH:36]=[CH:35][CH:34]=1. Product: [OH:5][CH2:4][C:56](=[O:57])[C:55]([CH3:62])=[CH:54][CH:53]([N:51]([CH3:52])[C:49]([CH:44]([NH:43][C:41](=[O:42])[CH:31]([NH:30][CH3:29])[C:32]([CH3:39])([C:33]1[CH:38]=[CH:37][CH:36]=[CH:35][CH:34]=1)[CH3:40])[C:45]([CH3:46])([CH3:48])[CH3:47])=[O:50])[CH:63]([CH3:65])[CH3:64]. The catalyst class is: 7. (4) Reactant: [H-].[Na+].[I-].[CH3:4][S+](C)(C)=O.[CH2:9]([O:11][C:12](=[O:30])[C:13]([C:20]1[CH:29]=[CH:28][CH:27]=[C:26]2[C:21]=1[CH:22]=[CH:23][CH:24]=[N:25]2)=[CH:14][C:15]([O:17][CH2:18][CH3:19])=[O:16])[CH3:10].O. Product: [N:25]1[C:26]2[C:21](=[C:20]([C:13]3([C:12]([O:11][CH2:9][CH3:10])=[O:30])[CH2:4][CH:14]3[C:15]([O:17][CH2:18][CH3:19])=[O:16])[CH:29]=[CH:28][CH:27]=2)[CH:22]=[CH:23][CH:24]=1. The catalyst class is: 16. (5) Reactant: [CH3:1][NH:2][C:3]1[C:8]([N+:9]([O-])=O)=[CH:7][N:6]=[C:5]([NH:12][C:13]2[CH:18]=[CH:17][C:16]([N:19]3[CH2:24][CH2:23][O:22][CH2:21][CH2:20]3)=[CH:15][CH:14]=2)[N:4]=1. Product: [NH2:9][C:8]1[C:3]([NH:2][CH3:1])=[N:4][C:5]([NH:12][C:13]2[CH:18]=[CH:17][C:16]([N:19]3[CH2:20][CH2:21][O:22][CH2:23][CH2:24]3)=[CH:15][CH:14]=2)=[N:6][CH:7]=1. The catalyst class is: 45. (6) Reactant: [CH3:1][O:2][C:3]([C:5]1[CH:10]=[CH:9][C:8](Br)=[C:7]([Cl:12])[N:6]=1)=[O:4].Cl.[F:14][C:15]1([F:20])[CH2:19][CH2:18][NH:17][CH2:16]1.C1C=CC(P(C2C=CC3C(=CC=CC=3)C=2C2C3C(=CC=CC=3)C=CC=2P(C2C=CC=CC=2)C2C=CC=CC=2)C2C=CC=CC=2)=CC=1.C(=O)([O-])[O-].[Cs+].[Cs+]. Product: [CH3:1][O:2][C:3]([C:5]1[CH:10]=[CH:9][C:8]([N:17]2[CH2:18][CH2:19][C:15]([F:20])([F:14])[CH2:16]2)=[C:7]([Cl:12])[N:6]=1)=[O:4]. The catalyst class is: 101. (7) Reactant: C([O:5][CH:6]([O:10][C:11]([CH3:14])([CH3:13])[CH3:12])N(C)C)(C)(C)C.[CH2:15]([C@@H:22]([CH2:26][N:27]1[CH2:32][CH2:31][C@:30]([C:34]2[CH:39]=[CH:38][CH:37]=[C:36]([OH:40])[CH:35]=2)([CH3:33])[C@@H:29]([CH3:41])[CH2:28]1)C(O)=O)[C:16]1[CH:21]=[CH:20][CH:19]=[CH:18][CH:17]=1.[OH-].[Na+]. Product: [CH2:15]([C@@H:22]([CH2:26][N:27]1[CH2:32][CH2:31][C@:30]([C:34]2[CH:39]=[CH:38][CH:37]=[C:36]([OH:40])[CH:35]=2)([CH3:33])[C@@H:29]([CH3:41])[CH2:28]1)[C:6]([O:10][C:11]([CH3:12])([CH3:13])[CH3:14])=[O:5])[C:16]1[CH:17]=[CH:18][CH:19]=[CH:20][CH:21]=1. The catalyst class is: 11. (8) Reactant: [CH3:1][S:2]([C:5]1[CH:10]=[CH:9][C:8]([C:11]2[S:15][C:14]([N+:16]([O-])=O)=[C:13]([C:19]([NH2:21])=[O:20])[CH:12]=2)=[CH:7][CH:6]=1)(=[O:4])=[O:3]. Product: [NH2:16][C:14]1[S:15][C:11]([C:8]2[CH:7]=[CH:6][C:5]([S:2]([CH3:1])(=[O:4])=[O:3])=[CH:10][CH:9]=2)=[CH:12][C:13]=1[C:19]([NH2:21])=[O:20]. The catalyst class is: 465. (9) Reactant: [CH3:1][C:2]1[CH:3]=[C:4]([C:9]2[N:13]([CH3:14])[N:12]=[C:11]([C:15](=[N:17][NH:18][C:19]([C:21]3[CH:30]=[CH:29][C:24]([C:25]([O:27]C)=[O:26])=[CH:23][CH:22]=3)=[O:20])[CH3:16])[C:10]=2[OH:31])[CH:5]=[CH:6][C:7]=1[CH3:8].CO.[OH-].[Na+].Cl. Product: [CH3:1][C:2]1[CH:3]=[C:4]([C:9]2[N:13]([CH3:14])[N:12]=[C:11]([C:15](=[N:17][NH:18][C:19]([C:21]3[CH:22]=[CH:23][C:24]([C:25]([OH:27])=[O:26])=[CH:29][CH:30]=3)=[O:20])[CH3:16])[C:10]=2[OH:31])[CH:5]=[CH:6][C:7]=1[CH3:8]. The catalyst class is: 6. (10) Reactant: [Cl:1][C:2]1[CH:3]=[C:4]([NH:9][C:10]2[S:14][C:13]([C:15]3[CH:16]=[C:17]([CH:21]([C:23]4[CH:28]=[CH:27][CH:26]=[C:25]([C:29]([F:32])([F:31])[F:30])[CH:24]=4)O)[CH:18]=[CH:19][CH:20]=3)=[N:12][N:11]=2)[CH:5]=[CH:6][C:7]=1[Cl:8].[SH:33][CH2:34][CH2:35][C:36]([OH:38])=[O:37]. Product: [Cl:1][C:2]1[CH:3]=[C:4]([NH:9][C:10]2[S:14][C:13]([C:15]3[CH:16]=[C:17]([CH:21]([C:23]4[CH:28]=[CH:27][CH:26]=[C:25]([C:29]([F:30])([F:32])[F:31])[CH:24]=4)[S:33][CH2:34][CH2:35][C:36]([OH:38])=[O:37])[CH:18]=[CH:19][CH:20]=3)=[N:12][N:11]=2)[CH:5]=[CH:6][C:7]=1[Cl:8]. The catalyst class is: 55.